This data is from Full USPTO retrosynthesis dataset with 1.9M reactions from patents (1976-2016). The task is: Predict the reactants needed to synthesize the given product. (1) Given the product [C:27]([C:7]1[C:17]2[CH2:16][CH2:15][N:14]([C:18]([O:20][C:21]([CH3:24])([CH3:23])[CH3:22])=[O:19])[CH2:13][CH2:12][C:11]=2[CH:10]=[CH:9][CH:8]=1)#[N:28], predict the reactants needed to synthesize it. The reactants are: FC(F)(F)S(O[C:7]1[C:17]2[CH2:16][CH2:15][N:14]([C:18]([O:20][C:21]([CH3:24])([CH3:23])[CH3:22])=[O:19])[CH2:13][CH2:12][C:11]=2[CH:10]=[CH:9][CH:8]=1)(=O)=O.[CH3:27][N:28](C=O)C. (2) Given the product [OH:14][C:2]1[CH:3]=[CH:4][C:5]([N+:11]([O-:13])=[O:12])=[C:6]([CH:10]=1)[C:7]([OH:9])=[O:8], predict the reactants needed to synthesize it. The reactants are: Cl[C:2]1[CH:3]=[CH:4][C:5]([N+:11]([O-:13])=[O:12])=[C:6]([CH:10]=1)[C:7]([OH:9])=[O:8].[OH-:14].[Na+]. (3) The reactants are: C[Si]([N-][Si](C)(C)C)(C)C.[Na+].[C:11]([O:14][CH3:15])(=[O:13])[CH3:12].[CH:16]1(/[CH:19]=[N:20]/[S@@:21]([C:23]([CH3:26])([CH3:25])[CH3:24])=[O:22])[CH2:18][CH2:17]1.C1C[O:30][CH2:29][CH2:28]1. Given the product [CH:16]1([C@@H:19]([NH:20][S@@:21]([C:23]([CH3:26])([CH3:25])[CH3:24])=[O:22])[CH2:28][C:29](=[O:30])[CH2:12][C:11]([O:14][CH3:15])=[O:13])[CH2:17][CH2:18]1, predict the reactants needed to synthesize it. (4) Given the product [CH3:1][O:2][C:3]([C:5]1[CH:13]=[C:12]2[C:8]([CH2:9][CH2:10][N:11]2[S:22]([C:20]2[CH:21]=[C:16]([Cl:15])[CH:17]=[CH:18][C:19]=2[O:26][CH3:27])(=[O:23])=[O:24])=[C:7]([CH3:14])[CH:6]=1)=[O:4], predict the reactants needed to synthesize it. The reactants are: [CH3:1][O:2][C:3]([C:5]1[CH:13]=[C:12]2[C:8]([CH2:9][CH2:10][NH:11]2)=[C:7]([CH3:14])[CH:6]=1)=[O:4].[Cl:15][C:16]1[CH:17]=[CH:18][C:19]([O:26][CH3:27])=[C:20]([S:22](Cl)(=[O:24])=[O:23])[CH:21]=1. (5) Given the product [Cl:1][C:2]1[CH:3]=[CH:4][C:5]([N:8]([C@H:12]2[C:21]3[C:16](=[CH:17][CH:18]=[CH:19][CH:20]=3)[N:15]([C:22](=[O:34])[C:23]3[CH:24]=[CH:25][C:26]([O:29][CH2:30][CH:31]([OH:32])[CH2:33][N:47]([CH2:48][CH3:49])[CH2:45][CH3:44])=[CH:27][CH:28]=3)[C@@H:14]([CH3:35])[CH2:13]2)[C:9](=[O:11])[CH3:10])=[CH:6][CH:7]=1, predict the reactants needed to synthesize it. The reactants are: [Cl:1][C:2]1[CH:7]=[CH:6][C:5]([N:8]([C@H:12]2[C:21]3[C:16](=[CH:17][CH:18]=[CH:19][CH:20]=3)[N:15]([C:22](=[O:34])[C:23]3[CH:28]=[CH:27][C:26]([O:29][CH2:30][CH:31]4[CH2:33][O:32]4)=[CH:25][CH:24]=3)[C@@H:14]([CH3:35])[CH2:13]2)[C:9](=[O:11])[CH3:10])=[CH:4][CH:3]=1.NCC(O)COC1C=C[C:44]([C:45]([N:47]2C3[C:44](=CC=CC=3)[C@H:45]([N:47](C3C=CC(Cl)=CC=3)[C:48](=O)[CH3:49])[CH2:49][C@@H:48]2C)=O)=CC=1.C(=O)C.[BH-](OC(C)=O)(OC(C)=O)OC(C)=O.[Na+].